Dataset: Catalyst prediction with 721,799 reactions and 888 catalyst types from USPTO. Task: Predict which catalyst facilitates the given reaction. (1) The catalyst class is: 10. Reactant: [NH2:1][C@H:2]1[CH2:7][CH2:6][CH2:5][CH2:4][C@@H:3]1[NH:8][CH:9]1[CH2:14][CH2:13][N:12]([C:15]2([CH3:28])[CH2:20][CH2:19][N:18]([C:21]([O:23][C:24]([CH3:27])([CH3:26])[CH3:25])=[O:22])[CH2:17][CH2:16]2)[CH2:11][CH2:10]1.[C:29](N1C=CN=C1)(N1C=CN=C1)=[O:30]. Product: [O:30]=[C:29]1[N:8]([CH:9]2[CH2:14][CH2:13][N:12]([C:15]3([CH3:28])[CH2:16][CH2:17][N:18]([C:21]([O:23][C:24]([CH3:27])([CH3:26])[CH3:25])=[O:22])[CH2:19][CH2:20]3)[CH2:11][CH2:10]2)[C@H:3]2[CH2:4][CH2:5][CH2:6][CH2:7][C@@H:2]2[NH:1]1. (2) Reactant: [C:1]([O:20][CH2:21][CH:22]([OH:44])[CH2:23][O:24][C:25]([C:38]1[CH:43]=[CH:42][CH:41]=[CH:40][CH:39]=1)([C:32]1[CH:37]=[CH:36][CH:35]=[CH:34][CH:33]=1)[C:26]1[CH:31]=[CH:30][CH:29]=[CH:28][CH:27]=1)([C:14]1[CH:19]=[CH:18][CH:17]=[CH:16][CH:15]=1)([C:8]1[CH:13]=[CH:12][CH:11]=[CH:10][CH:9]=1)[C:2]1[CH:7]=[CH:6][CH:5]=[CH:4][CH:3]=1.[I:45][C:46]1[CH:51]=[CH:50][C:49](O)=[CH:48][CH:47]=1.C1(P(C2C=CC=CC=2)C2C=CC=CC=2)C=CC=CC=1.N(C(OC(C)C)=O)=NC(OC(C)C)=O. Product: [I:45][C:46]1[CH:51]=[CH:50][C:49]([O:44][CH:22]([CH2:21][O:20][C:1]([C:14]2[CH:19]=[CH:18][CH:17]=[CH:16][CH:15]=2)([C:8]2[CH:9]=[CH:10][CH:11]=[CH:12][CH:13]=2)[C:2]2[CH:7]=[CH:6][CH:5]=[CH:4][CH:3]=2)[CH2:23][O:24][C:25]([C:38]2[CH:43]=[CH:42][CH:41]=[CH:40][CH:39]=2)([C:26]2[CH:27]=[CH:28][CH:29]=[CH:30][CH:31]=2)[C:32]2[CH:33]=[CH:34][CH:35]=[CH:36][CH:37]=2)=[CH:48][CH:47]=1. The catalyst class is: 1. (3) Reactant: CON(C)[C:4](=[O:18])[C@@H:5]([NH:7][C:8](=[O:17])[O:9][CH2:10][C:11]1[CH:16]=[CH:15][CH:14]=[CH:13][CH:12]=1)[CH3:6].[H-].COCCO[Al+]OCCOC.[Na+].[H-].Cl. Product: [O:18]=[CH:4][C@@H:5]([NH:7][C:8](=[O:17])[O:9][CH2:10][C:11]1[CH:16]=[CH:15][CH:14]=[CH:13][CH:12]=1)[CH3:6]. The catalyst class is: 7. (4) Product: [Br:1][C:2]1[CH:3]=[CH:4][C:5]([NH:8][C:12]2[CH:17]=[CH:16][CH:15]=[CH:14][C:13]=2[CH3:18])=[CH:6][CH:7]=1. Reactant: [Br:1][C:2]1[CH:7]=[CH:6][C:5]([N:8]([C:12]2[CH:17]=[CH:16][CH:15]=[CH:14][C:13]=2[CH3:18])C(=O)C)=[CH:4][CH:3]=1.C[O-].[Na+]. The catalyst class is: 224. (5) Reactant: [BH4-].[Na+].[N+:3]([C:6]1[CH:15]=[C:14]2[C:9]([CH:10]=[C:11]([C:21]([O:23][CH3:24])=[O:22])[C:12]([C:16]3[CH:20]=[CH:19][S:18][CH:17]=3)=[N:13]2)=[CH:8][CH:7]=1)([O-])=O.C1COCC1.Cl. Product: [NH2:3][C:6]1[CH:15]=[C:14]2[C:9]([CH:10]=[C:11]([C:21]([O:23][CH3:24])=[O:22])[C:12]([C:16]3[CH:20]=[CH:19][S:18][CH:17]=3)=[N:13]2)=[CH:8][CH:7]=1. The catalyst class is: 5. (6) Reactant: [Cl:1][C:2]1[N:7]=[C:6](Cl)[CH:5]=[CH:4][N:3]=1.[N:9]1([C:15]([O:17][C:18]([CH3:21])([CH3:20])[CH3:19])=[O:16])[CH2:14][CH2:13][NH:12][CH2:11][CH2:10]1.C(N(CC)CC)C.CN(C)C=O. Product: [Cl:1][C:2]1[N:7]=[C:6]([N:12]2[CH2:11][CH2:10][N:9]([C:15]([O:17][C:18]([CH3:21])([CH3:20])[CH3:19])=[O:16])[CH2:14][CH2:13]2)[CH:5]=[CH:4][N:3]=1. The catalyst class is: 6. (7) Reactant: [CH3:1][O:2][C:3]1[C:4]([OH:16])=[C:5]([CH:8]=[C:9]([N+:13]([O-:15])=[O:14])[C:10]=1[O:11][CH3:12])[CH:6]=O.[CH:17]1[CH:22]=[CH:21][C:20]([CH2:23][C:24](Cl)=[O:25])=[CH:19][CH:18]=1.C(=O)([O-])[O-].[K+].[K+]. Product: [CH3:12][O:11][C:10]1[C:3]([O:2][CH3:1])=[C:4]2[C:5]([CH:6]=[C:23]([C:20]3[CH:21]=[CH:22][CH:17]=[CH:18][CH:19]=3)[C:24](=[O:25])[O:16]2)=[CH:8][C:9]=1[N+:13]([O-:15])=[O:14]. The catalyst class is: 21.